Dataset: Full USPTO retrosynthesis dataset with 1.9M reactions from patents (1976-2016). Task: Predict the reactants needed to synthesize the given product. (1) The reactants are: [Cl:1][C:2]1[NH:3][C:4](I)=[C:5]([N+:7]([O-:9])=[O:8])[N:6]=1.C(N(CC)CC)C.[H][H]. Given the product [Cl:1][C:2]1[NH:3][CH:4]=[C:5]([N+:7]([O-:9])=[O:8])[N:6]=1, predict the reactants needed to synthesize it. (2) The reactants are: [Cl:1][C:2]1[CH:11]=[C:10]2[C:5]([C:6](=O)[NH:7][C:8]([CH3:12])=[N:9]2)=[CH:4][CH:3]=1.Br[C:15]1[CH:22]=[CH:21][C:18]([CH:19]=O)=[CH:17][CH:16]=1.[C:23](=O)([O-])[NH2:24].[C:27]1(B(O)O)[CH:32]=[CH:31][CH:30]=[CH:29][CH:28]=1. Given the product [C:15]1([C:27]2[CH:32]=[CH:31][CH:30]=[CH:29][CH:28]=2)[CH:22]=[CH:21][C:18]([CH:19]=[CH:12][C:8]2[N:7]=[C:6]([NH:7][CH2:6][CH2:5][CH2:4][CH2:3][CH2:2][CH2:11][CH2:23][NH2:24])[C:5]3[C:10](=[CH:11][C:2]([Cl:1])=[CH:3][CH:4]=3)[N:9]=2)=[CH:17][CH:16]=1, predict the reactants needed to synthesize it. (3) Given the product [NH:8]1[C:9]2[C:14](=[CH:13][CH:12]=[CH:11][CH:10]=2)[C:6]([CH2:5][CH:4]([CH3:22])[C:3]([O:2][CH3:1])=[O:23])=[CH:7]1, predict the reactants needed to synthesize it. The reactants are: [CH3:1][O:2][C:3](=[O:23])[CH:4]([CH3:22])[CH2:5][C:6]1[C:14]2[C:9](=[CH:10][CH:11]=[CH:12][CH:13]=2)[N:8](C(OC(C)(C)C)=O)[CH:7]=1. (4) Given the product [CH3:1][C:2]1[C:3]([OH:18])=[CH:4][N:5]2[C:10]=1[C:9]([S:25][CH3:24])=[N:8][CH:7]=[N:6]2, predict the reactants needed to synthesize it. The reactants are: [CH3:1][C:2]1[C:3]([OH:18])=[CH:4][N:5]2[C:10]=1[C:9](OC1C=CC=CC=1)=[N:8][CH:7]=[N:6]2.C1COCC1.[CH3:24][SH:25].[Na]. (5) Given the product [CH3:19][C@@H:8]1[C@H:7]([O:6][S:2]([CH3:1])(=[O:4])=[O:3])[CH2:11][CH2:10][N:9]1[C:12]([O:14][C:15]([CH3:18])([CH3:17])[CH3:16])=[O:13], predict the reactants needed to synthesize it. The reactants are: [CH3:1][S:2](Cl)(=[O:4])=[O:3].[OH:6][C@@H:7]1[CH2:11][CH2:10][N:9]([C:12]([O:14][C:15]([CH3:18])([CH3:17])[CH3:16])=[O:13])[C@@H:8]1[CH3:19]. (6) Given the product [C:36]([N:10]1[C:9]2[CH:8]=[C:7]([C:6]3[C:2]([CH3:1])=[N:3][O:4][C:5]=3[CH3:33])[CH:19]=[C:18]([C:20]([NH2:22])=[O:21])[C:17]=2[C:16]2[C:11]1=[CH:12][CH:13]=[C:14]([C:23]([N:25]1[CH2:26][C@H:27]([CH3:32])[O:28][C@H:29]([CH3:31])[CH2:30]1)=[O:24])[CH:15]=2)(=[O:43])[C:37]1[CH:42]=[CH:41][CH:40]=[CH:39][CH:38]=1, predict the reactants needed to synthesize it. The reactants are: [CH3:1][C:2]1[C:6]([C:7]2[CH:19]=[C:18]([C:20]([NH2:22])=[O:21])[C:17]3[C:16]4[C:11](=[CH:12][CH:13]=[C:14]([C:23]([N:25]5[CH2:30][C@H:29]([CH3:31])[O:28][C@H:27]([CH3:32])[CH2:26]5)=[O:24])[CH:15]=4)[NH:10][C:9]=3[CH:8]=2)=[C:5]([CH3:33])[O:4][N:3]=1.[H-].[Na+].[C:36](Cl)(=[O:43])[C:37]1[CH:42]=[CH:41][CH:40]=[CH:39][CH:38]=1.